Dataset: Reaction yield outcomes from USPTO patents with 853,638 reactions. Task: Predict the reaction yield, written as a fraction of the theoretical maximum amount of product (1.0 means a 100% yield; for example, 0.34 means a 34% yield). (1) The reactants are [NH2:1][C:2]1[NH:6][N:5]=[C:4]([CH3:7])[C:3]=1[C:8]1[S:9][C:10]2[CH:16]=[C:15]([S:17](Cl)(=[O:19])=[O:18])[CH:14]=[CH:13][C:11]=2[N:12]=1.C(N(CC)CC)C.[NH2:28][CH2:29][CH2:30][OH:31]. The catalyst is C(Cl)(Cl)Cl. The product is [OH:31][CH2:30][CH2:29][NH:28][S:17]([C:15]1[CH:14]=[CH:13][C:11]2[N:12]=[C:8]([C:3]3[C:4]([CH3:7])=[N:5][NH:6][C:2]=3[NH2:1])[S:9][C:10]=2[CH:16]=1)(=[O:19])=[O:18]. The yield is 0.160. (2) The reactants are [NH2:1][C:2]1[CH2:7][CH2:6][CH2:5][CH2:4][C:3]=1[C:8]([NH:10][CH2:11][CH2:12][C:13]1[CH:18]=[CH:17][CH:16]=[C:15]([F:19])[CH:14]=1)=[O:9].[C:20]([O:23][C:24]1[C:29]([F:30])=[CH:28][CH:27]=[CH:26][C:25]=1[C:31](Cl)=[O:32])(=[O:22])[CH3:21].[CH2:34](OCC)C. The catalyst is C1COCC1.N1C=CC=CC=1. The product is [C:20]([O:23][C:24]1[C:25]([C:31](=[O:32])[CH2:34][NH:1][C:2]2[CH2:7][CH2:6][CH2:5][CH2:4][C:3]=2[C:8]([NH:10][CH2:11][CH2:12][C:13]2[CH:18]=[CH:17][CH:16]=[C:15]([F:19])[CH:14]=2)=[O:9])=[CH:26][CH:27]=[CH:28][C:29]=1[F:30])(=[O:22])[CH3:21]. The yield is 0.330. (3) The reactants are [NH2:1][C:2]1[C:7]([NH2:8])=[C:6]([C:9]2[CH:14]=[CH:13][C:12]([CH2:15][NH:16][C:17](=[O:23])OC(C)(C)C)=[C:11]([F:24])[CH:10]=2)[CH:5]=[CH:4][N:3]=1.[CH3:25][N:26]1[CH2:31][CH2:30][N:29]([CH2:32][C:33]2[CH:40]=[CH:39][C:36]([CH:37]=O)=[CH:35][CH:34]=2)[CH2:28][CH2:27]1.[C:41]([C:45]1[O:49][N:48]=[C:47](C(OC)=O)[N:46]=1)([CH3:44])([CH3:43])[CH3:42]. No catalyst specified. The product is [C:41]([C:45]1[O:49][N:48]=[C:47]([C:17]([NH:16][CH2:15][C:12]2[CH:13]=[CH:14][C:9]([C:6]3[CH:5]=[CH:4][N:3]=[C:2]4[N:1]=[C:37]([C:36]5[CH:39]=[CH:40][C:33]([CH2:32][N:29]6[CH2:30][CH2:31][N:26]([CH3:25])[CH2:27][CH2:28]6)=[CH:34][CH:35]=5)[NH:8][C:7]=34)=[CH:10][C:11]=2[F:24])=[O:23])[N:46]=1)([CH3:44])([CH3:43])[CH3:42]. The yield is 0.0590. (4) The reactants are Cl.[Cl:2][C:3]1[CH:27]=[CH:26][C:6]2[NH:7][C:8]([C:10]3[CH:11]=[C:12]([N:17]4[CH2:22][CH2:21][CH:20]([C:23]([OH:25])=O)[CH2:19][CH2:18]4)[CH:13]=[CH:14][C:15]=3[F:16])=[N:9][C:5]=2[CH:4]=1.CN(C(ON1N=NC2C=CC=NC1=2)=[N+](C)C)C.F[P-](F)(F)(F)(F)F.[CH3:52][NH:53][CH:54]1[CH2:58][N:57]([CH3:59])[CH2:56][CH2:55]1. No catalyst specified. The product is [CH3:52][N:53]([CH:54]1[CH2:55][CH2:56][N:57]([CH3:59])[CH2:58]1)[C:23]([CH:20]1[CH2:21][CH2:22][N:17]([C:12]2[CH:13]=[CH:14][C:15]([F:16])=[C:10]([C:8]3[NH:7][C:6]4[CH:26]=[CH:27][C:3]([Cl:2])=[CH:4][C:5]=4[N:9]=3)[CH:11]=2)[CH2:18][CH2:19]1)=[O:25]. The yield is 0.300. (5) The product is [O:17]1[CH:18]=[CH:19][CH:20]=[C:16]1[CH2:15][NH:14][C:11]1[CH:10]=[C:5]([C:6]([OH:8])=[O:7])[C:4](=[CH:13][CH:12]=1)[C:3]([OH:21])=[O:2]. The yield is 0.440. The reactants are C[O:2][C:3](=[O:21])[C:4]1[C:5](=[CH:10][C:11]([NH:14][CH2:15][C:16]2[O:17][CH:18]=[CH:19][CH:20]=2)=[CH:12][CH:13]=1)[C:6]([O:8]C)=[O:7].[OH-].[Na+]. The catalyst is C(O)C. (6) The reactants are [I-].[CH3:2][N+:3]1([CH3:12])[CH2:11][CH2:10][CH2:9][CH2:8][CH2:7][CH2:6][CH2:5][CH2:4]1.[OH2:13].[OH-]. No catalyst specified. The product is [OH-:13].[CH3:2][N+:3]1([CH3:12])[CH2:4][CH2:5][CH2:6][CH2:7][CH2:8][CH2:9][CH2:10][CH2:11]1. The yield is 1.00. (7) The reactants are [C:1]([C@H:5]1[CH2:10][CH2:9][C@H:8]([O:11][C:12]2[CH:13]=[C:14]3[C:19](=[CH:20][CH:21]=2)[CH:18]=[C:17]([C:22](=O)[CH3:23])[CH:16]=[CH:15]3)[CH2:7][CH2:6]1)([CH3:4])([CH3:3])[CH3:2].[NH:25]1[CH2:30][CH2:29][CH:28]([C:31]([O:33][CH2:34][CH3:35])=[O:32])[CH2:27][CH2:26]1.[BH3-]C#N.[Na+]. The catalyst is CCO. The product is [C:1]([C@H:5]1[CH2:10][CH2:9][C@H:8]([O:11][C:12]2[CH:13]=[C:14]3[C:19](=[CH:20][CH:21]=2)[CH:18]=[C:17]([CH:22]([N:25]2[CH2:30][CH2:29][CH:28]([C:31]([O:33][CH2:34][CH3:35])=[O:32])[CH2:27][CH2:26]2)[CH3:23])[CH:16]=[CH:15]3)[CH2:7][CH2:6]1)([CH3:4])([CH3:3])[CH3:2]. The yield is 0.530. (8) The reactants are O.[OH-].[Li+].[F:4][C:5]([F:33])([F:32])[C:6]1[N:10]2[N:11]=[C:12]([N:15]3[CH2:20][CH2:19][N:18]([C:21]4[CH:31]=[CH:30][C:24]([C:25]([O:27]CC)=[O:26])=[CH:23][CH:22]=4)[CH2:17][CH2:16]3)[CH:13]=[CH:14][C:9]2=[N:8][N:7]=1. The catalyst is CO.O. The product is [F:33][C:5]([F:4])([F:32])[C:6]1[N:10]2[N:11]=[C:12]([N:15]3[CH2:16][CH2:17][N:18]([C:21]4[CH:31]=[CH:30][C:24]([C:25]([OH:27])=[O:26])=[CH:23][CH:22]=4)[CH2:19][CH2:20]3)[CH:13]=[CH:14][C:9]2=[N:8][N:7]=1. The yield is 1.00. (9) The reactants are FC(F)(F)C(O)=O.[C:8]1([C:14]2[CH:19]=[C:18]([CH:20]3[CH2:25][CH2:24][NH:23][CH2:22][CH2:21]3)[CH:17]=[CH:16][C:15]=2[NH:26][C:27]([C:29]2[NH:30][CH:31]=[C:32]([C:34]#[N:35])[N:33]=2)=[O:28])[CH2:13][CH2:12][CH2:11][CH2:10][CH:9]=1.CCN(C(C)C)C(C)C.Cl.[CH3:46][N:47]([CH2:49][C:50](Cl)=[O:51])[CH3:48]. The catalyst is C(Cl)Cl. The product is [C:8]1([C:14]2[CH:19]=[C:18]([CH:20]3[CH2:21][CH2:22][N:23]([C:50](=[O:51])[CH2:49][N:47]([CH3:48])[CH3:46])[CH2:24][CH2:25]3)[CH:17]=[CH:16][C:15]=2[NH:26][C:27]([C:29]2[NH:30][CH:31]=[C:32]([C:34]#[N:35])[N:33]=2)=[O:28])[CH2:13][CH2:12][CH2:11][CH2:10][CH:9]=1. The yield is 0.700.